Dataset: Forward reaction prediction with 1.9M reactions from USPTO patents (1976-2016). Task: Predict the product of the given reaction. (1) The product is: [C:1]([O-:6])(=[O:5])[CH:2]([CH3:4])[CH3:3].[CH3:8][N+:9]([CH3:12])([CH3:11])[CH3:10]. Given the reactants [C:1]([OH:6])(=[O:5])[CH:2]([CH3:4])[CH3:3].[OH-].[CH3:8][N+:9]([CH3:12])([CH3:11])[CH3:10], predict the reaction product. (2) Given the reactants C([O:8][C:9]1[CH:14]=[CH:13][C:12]([N:15]2[C:19]3=[N:20][CH:21]=[C:22]([C:24]#[N:25])[CH:23]=[C:18]3[N:17]([CH2:26][CH3:27])[C:16]2=[O:28])=[CH:11][CH:10]=1)C1C=CC=CC=1, predict the reaction product. The product is: [CH2:26]([N:17]1[C:18]2[C:19](=[N:20][CH:21]=[C:22]([C:24]#[N:25])[CH:23]=2)[N:15]([C:12]2[CH:13]=[CH:14][C:9]([OH:8])=[CH:10][CH:11]=2)[C:16]1=[O:28])[CH3:27]. (3) Given the reactants C(OC(N1C[CH2:11][CH:10]([NH:13][C:14]([C:16]2[S:17][CH:18]=[CH:19][C:20]=2[NH:21][C:22]2[CH:27]=[CH:26][N:25]=[C:24]3[NH:28][CH:29]=[CH:30][C:23]=23)=[O:15])[CH2:9]1)=O)(C)(C)C.NCC([OH:35])C, predict the reaction product. The product is: [OH:35][CH2:9][CH:10]([NH:13][C:14]([C:16]1[S:17][CH:18]=[CH:19][C:20]=1[NH:21][C:22]1[CH:27]=[CH:26][N:25]=[C:24]2[NH:28][CH:29]=[CH:30][C:23]=12)=[O:15])[CH3:11]. (4) Given the reactants [N:1]12[CH2:8][CH2:7][CH:4]([CH2:5][CH2:6]1)[C@@H:3]([O:9][C:10]([N:12]([CH2:19][C:20]1[CH:21]=[C:22]([CH:41]=[CH:42][CH:43]=1)[O:23][CH2:24][C:25]1[CH:40]=[CH:39][C:28]([C:29]([N:31]3[CH2:34][CH:33]([C:35](OC)=[O:36])[CH2:32]3)=[O:30])=[CH:27][CH:26]=1)[C:13]1[CH:18]=[CH:17][CH:16]=[CH:15][CH:14]=1)=[O:11])[CH2:2]2.[OH-].[Li+].Cl.[Cl:47][C:48]1[CH:49]=[N+:50]([O-:73])[CH:51]=[C:52]([Cl:72])[C:53]=1[CH2:54][C@@H:55]([C:57]1[CH:62]=[CH:61][C:60]([O:63][CH:64]([F:66])[F:65])=[C:59]([O:67][CH2:68][CH:69]2[CH2:71][CH2:70]2)[CH:58]=1)[OH:56].Cl.CN(C)CCCN=C=NCC, predict the reaction product. The product is: [CH:69]1([CH2:68][O:67][C:59]2[CH:58]=[C:57]([C@@H:55]([O:56][C:35]([CH:33]3[CH2:32][N:31]([C:29](=[O:30])[C:28]4[CH:27]=[CH:26][C:25]([CH2:24][O:23][C:22]5[CH:41]=[CH:42][CH:43]=[C:20]([CH2:19][N:12]([C:10]([O:9][C@@H:3]6[CH:4]7[CH2:7][CH2:8][N:1]([CH2:6][CH2:5]7)[CH2:2]6)=[O:11])[C:13]6[CH:18]=[CH:17][CH:16]=[CH:15][CH:14]=6)[CH:21]=5)=[CH:40][CH:39]=4)[CH2:34]3)=[O:36])[CH2:54][C:53]3[C:52]([Cl:72])=[CH:51][N+:50]([O-:73])=[CH:49][C:48]=3[Cl:47])[CH:62]=[CH:61][C:60]=2[O:63][CH:64]([F:66])[F:65])[CH2:71][CH2:70]1. (5) Given the reactants [CH:1]([N:4]([CH2:21][CH2:22][NH:23][C:24]([O:26][CH2:27][C:28]1[CH:33]=[CH:32][C:31]([N+:34]([O-:36])=[O:35])=[CH:30][CH:29]=1)=[O:25])[C:5]([C:7]1[N:8]=[C:9]([N:12]2[CH2:15][CH:14](OS(C)(=O)=O)[CH2:13]2)[S:10][CH:11]=1)=[O:6])([CH3:3])[CH3:2].[C:37]([O-:40])(=[S:39])[CH3:38].[K+], predict the reaction product. The product is: [C:37]([S:39][CH:14]1[CH2:15][N:12]([C:9]2[S:10][CH:11]=[C:7]([C:5](=[O:6])[N:4]([CH:1]([CH3:2])[CH3:3])[CH2:21][CH2:22][NH:23][C:24]([O:26][CH2:27][C:28]3[CH:29]=[CH:30][C:31]([N+:34]([O-:36])=[O:35])=[CH:32][CH:33]=3)=[O:25])[N:8]=2)[CH2:13]1)(=[O:40])[CH3:38]. (6) The product is: [F:23][C:24]1[CH:29]=[CH:28][CH:27]=[CH:26][C:25]=1[Li:30].[F:8][C:3]1[CH:4]=[CH:5][CH:6]=[CH:7][C:2]=1[C@:18]12[CH2:19][O:20][CH2:21][CH2:22][C@H:17]1[CH2:16][O:15][NH:14]2. Given the reactants Br[C:2]1[CH:7]=[CH:6][CH:5]=[CH:4][C:3]=1[F:8].C([Li])CCC.[N:14]1[O:15][CH2:16][CH:17]2[CH2:22][CH2:21][O:20][CH2:19][C:18]=12.[F:23][C:24]1[CH:29]=[CH:28][CH:27]=[CH:26][C:25]=1[Li:30].[Cl-].[NH4+], predict the reaction product.